Predict the product of the given reaction. From a dataset of Forward reaction prediction with 1.9M reactions from USPTO patents (1976-2016). (1) Given the reactants [C:1]([O:5][C:6]([N:8]1[CH2:13][CH2:12][N:11]([C:14]2[CH:19]=[CH:18][C:17]([C:20]3[O:24][C:23]([C:25]4[CH:33]=[C:32]5[C:28]([CH:29]=[CH:30][NH:31]5)=[CH:27][CH:26]=4)=[N:22][C:21]=3[C:34](O)=[O:35])=[CH:16][CH:15]=2)[CH2:10][CH2:9]1)=[O:7])([CH3:4])([CH3:3])[CH3:2].F[P-](F)(F)(F)(F)F.[N:44]1(OC(N(C)C)=[N+](C)C)C2N=CC=CC=2N=N1.C(N(C(C)C)CC)(C)C.N.O1CCOCC1, predict the reaction product. The product is: [C:34]([C:21]1[N:22]=[C:23]([C:25]2[CH:33]=[C:32]3[C:28]([CH:29]=[CH:30][NH:31]3)=[CH:27][CH:26]=2)[O:24][C:20]=1[C:17]1[CH:16]=[CH:15][C:14]([N:11]2[CH2:12][CH2:13][N:8]([C:6]([O:5][C:1]([CH3:3])([CH3:2])[CH3:4])=[O:7])[CH2:9][CH2:10]2)=[CH:19][CH:18]=1)(=[O:35])[NH2:44]. (2) The product is: [Br:1][C:2]1[N:3]=[C:4]([NH:14][C:10]([CH3:13])([CH3:12])[CH3:11])[CH:5]=[CH:6][C:7]=1[F:8]. Given the reactants [Br:1][C:2]1[C:7]([F:8])=[CH:6][CH:5]=[CH:4][N+:3]=1[O-].[C:10]([NH2:14])([CH3:13])([CH3:12])[CH3:11].C1(C)C=CC(S(OS(C2C=CC(C)=CC=2)(=O)=O)(=O)=O)=CC=1, predict the reaction product. (3) Given the reactants [Cl:1][C:2]1[CH:3]=[C:4]([C:12]2[O:16][N:15]=[C:14]([C:17]3[C:18]([F:34])=[CH:19][CH:20]=[C:21]4[C:25]=3[N:24]([CH3:26])[CH:23]=[C:22]4[CH2:27][CH2:28][C:29]([O:31]CC)=[O:30])[N:13]=2)[CH:5]=[CH:6][C:7]=1[O:8][CH:9]([CH3:11])[CH3:10].[OH-].[Na+], predict the reaction product. The product is: [Cl:1][C:2]1[CH:3]=[C:4]([C:12]2[O:16][N:15]=[C:14]([C:17]3[C:18]([F:34])=[CH:19][CH:20]=[C:21]4[C:25]=3[N:24]([CH3:26])[CH:23]=[C:22]4[CH2:27][CH2:28][C:29]([OH:31])=[O:30])[N:13]=2)[CH:5]=[CH:6][C:7]=1[O:8][CH:9]([CH3:11])[CH3:10]. (4) Given the reactants [NH:1]1[CH2:6][CH2:5][CH:4]([NH:7][C:8]([C:10]2[C:18]3[C:13](=[CH:14][CH:15]=[CH:16][CH:17]=3)[NH:12][N:11]=2)=[O:9])[CH2:3][CH2:2]1.[C:19](O)([C:21]([F:24])([F:23])[F:22])=[O:20].N1C=CC=CC=1.CS(OS(C)(=O)=O)(=O)=O, predict the reaction product. The product is: [F:22][C:21]([F:24])([F:23])[C:19]([N:1]1[CH2:6][CH2:5][CH:4]([NH:7][C:8]([C:10]2[C:18]3[C:13](=[CH:14][CH:15]=[CH:16][CH:17]=3)[NH:12][N:11]=2)=[O:9])[CH2:3][CH2:2]1)=[O:20].